Binary Classification. Given a T-cell receptor sequence (or CDR3 region) and an epitope sequence, predict whether binding occurs between them. From a dataset of TCR-epitope binding with 47,182 pairs between 192 epitopes and 23,139 TCRs. (1) The epitope is ALSKGVHFV. The TCR CDR3 sequence is CASSLDAGLIFNEQFF. Result: 1 (the TCR binds to the epitope). (2) The epitope is LLQTGIHVRVSQPSL. The TCR CDR3 sequence is CASRQGENQPQHF. Result: 1 (the TCR binds to the epitope). (3) The epitope is SLFNTVATLY. The TCR CDR3 sequence is CASSLGQGAAGNTIYF. Result: 0 (the TCR does not bind to the epitope). (4) The epitope is RPHERNGFTVL. The TCR CDR3 sequence is CASSSQQFGGARETQYF. Result: 0 (the TCR does not bind to the epitope). (5) The epitope is LLWNGPMAV. The TCR CDR3 sequence is CATEEREKDTQYF. Result: 1 (the TCR binds to the epitope). (6) Result: 1 (the TCR binds to the epitope). The epitope is YLQPRTFLL. The TCR CDR3 sequence is CASSPDMNTGELFF. (7) The epitope is YSEHPTFTSQY. The TCR CDR3 sequence is CASSQWERDPQYF. Result: 1 (the TCR binds to the epitope).